Dataset: Full USPTO retrosynthesis dataset with 1.9M reactions from patents (1976-2016). Task: Predict the reactants needed to synthesize the given product. (1) The reactants are: [F:1][C:2]1[CH:3]=[CH:4][C:5]([O:10][C:11]2[CH:12]=[C:13]3[CH:19]=[N:18][NH:17][C:14]3=[CH:15][N:16]=2)=[C:6]([CH:9]=1)[C:7]#[N:8].[H-].[Na+].[CH3:22]I. Given the product [F:1][C:2]1[CH:3]=[CH:4][C:5]([O:10][C:11]2[CH:12]=[C:13]3[CH:19]=[N:18][N:17]([CH3:22])[C:14]3=[CH:15][N:16]=2)=[C:6]([CH:9]=1)[C:7]#[N:8], predict the reactants needed to synthesize it. (2) Given the product [N:1]1([CH2:7][CH2:8][O:9][C:10]2[CH:11]=[C:12]3[C:16](=[CH:17][CH:18]=2)[NH:15][C:14]([C:19]2[C:20](=[O:29])[NH:21][C:22]4[C:27]([CH:28]=2)=[CH:26][CH:25]=[CH:24][CH:23]=4)=[CH:13]3)[CH2:3][CH2:4][CH2:5][CH2:6]1, predict the reactants needed to synthesize it. The reactants are: [N:1]1([CH2:7][CH2:8][O:9][C:10]2[CH:11]=[C:12]3[C:16](=[CH:17][CH:18]=2)[NH:15][C:14]([C:19]2[C:20](=[O:29])[NH:21][C:22]4[C:27]([CH:28]=2)=[CH:26][CH:25]=[CH:24][CH:23]=4)=[CH:13]3)[CH2:6][CH2:5][CH2:4][CH2:3]C1.Cl.ClCCN1CCCC1.C(=O)([O-])[O-].[Cs+].[Cs+]. (3) Given the product [F:7][C:8]1[CH:13]=[CH:12][CH:11]=[CH:10][C:9]=1[C:14]1[O:18][N:17]=[C:16]([C:19]2[CH:20]=[C:21]([CH:25]=[CH:26][CH:27]=2)[C:22]([N:24]=[C:2]=[O:3])=[O:23])[N:15]=1, predict the reactants needed to synthesize it. The reactants are: C(Cl)(=O)[C:2](Cl)=[O:3].[F:7][C:8]1[CH:13]=[CH:12][CH:11]=[CH:10][C:9]=1[C:14]1[O:18][N:17]=[C:16]([C:19]2[CH:20]=[C:21]([CH:25]=[CH:26][CH:27]=2)[C:22]([NH2:24])=[O:23])[N:15]=1. (4) Given the product [CH2:20]([O:9][C:6]1[CH:7]=[CH:8][C:3]([C:1]#[N:2])=[CH:4][CH:5]=1)[CH2:19][CH:18]=[CH2:17], predict the reactants needed to synthesize it. The reactants are: [C:1]([C:3]1[CH:8]=[CH:7][C:6]([OH:9])=[CH:5][CH:4]=1)#[N:2].C([O-])([O-])=O.[K+].[K+].Br[CH2:17][CH2:18][CH:19]=[CH2:20].